From a dataset of Catalyst prediction with 721,799 reactions and 888 catalyst types from USPTO. Predict which catalyst facilitates the given reaction. (1) Reactant: Cl.[CH3:2][N:3]1[CH2:7][CH2:6][C:5]2([CH2:12][CH2:11][NH:10][CH2:9][CH2:8]2)[C:4]1=[O:13].C(N(CC)CC)C.[F:21][C:22]([F:34])([F:33])[C:23]1[CH:28]=[CH:27][C:26]([S:29](Cl)(=[O:31])=[O:30])=[CH:25][CH:24]=1. Product: [CH3:2][N:3]1[CH2:7][CH2:6][C:5]2([CH2:12][CH2:11][N:10]([S:29]([C:26]3[CH:25]=[CH:24][C:23]([C:22]([F:21])([F:33])[F:34])=[CH:28][CH:27]=3)(=[O:31])=[O:30])[CH2:9][CH2:8]2)[C:4]1=[O:13]. The catalyst class is: 154. (2) Reactant: [CH2:1]([O:8][C:9]1[CH:14]=[C:13]([CH2:15][C:16]2[CH:21]=[CH:20][CH:19]=[CH:18][C:17]=2[CH2:22][O:23][CH3:24])[CH:12]=[CH:11][C:10]=1[N:25]1[S:29](=[O:31])(=[O:30])[N:28](CC[Si](C)(C)C)[C:27](=[O:38])[CH2:26]1)[C:2]1[CH:7]=[CH:6][CH:5]=[CH:4][CH:3]=1.[F-].[Cs+].Cl. Product: [CH2:1]([O:8][C:9]1[CH:14]=[C:13]([CH2:15][C:16]2[CH:21]=[CH:20][CH:19]=[CH:18][C:17]=2[CH2:22][O:23][CH3:24])[CH:12]=[CH:11][C:10]=1[N:25]1[S:29](=[O:31])(=[O:30])[NH:28][C:27](=[O:38])[CH2:26]1)[C:2]1[CH:3]=[CH:4][CH:5]=[CH:6][CH:7]=1. The catalyst class is: 173. (3) Reactant: [Br:1][C:2]1[CH:7]=[CH:6][N:5]=[C:4]([OH:8])[CH:3]=1.I[CH2:10][CH2:11][C:12]([F:15])([F:14])[F:13].C(=O)([O-])[O-].[K+].[K+]. Product: [Br:1][C:2]1[CH:7]=[CH:6][N:5]([CH2:10][CH2:11][C:12]([F:15])([F:14])[F:13])[C:4](=[O:8])[CH:3]=1. The catalyst class is: 1. (4) Reactant: C([N:8]([CH2:29][CH2:30][CH2:31][CH2:32][CH2:33][CH3:34])[C:9](=[O:28])[CH2:10][O:11][C:12]1[CH:17]=[CH:16][C:15]([CH2:18][C@H:19]([O:25][CH2:26][CH3:27])[C:20]([O:22]CC)=[O:21])=[CH:14][CH:13]=1)C1C=CC=CC=1.[Li+].[OH-].Cl. Product: [CH2:18]([CH:29]([NH:8][C:9](=[O:28])[CH2:10][O:11][C:12]1[CH:17]=[CH:16][C:15]([CH2:18][C@H:19]([O:25][CH2:26][CH3:27])[C:20]([OH:22])=[O:21])=[CH:14][CH:13]=1)[CH2:30][CH2:31][CH2:32][CH2:33][CH3:34])[C:15]1[CH:16]=[CH:17][CH:12]=[CH:13][CH:14]=1. The catalyst class is: 1. (5) Reactant: [NH2:1][C:2]1[N:7]=[CH:6][N:5]=[C:4]2[N:8]([CH2:12][C:13]3[N:14]([C:25]4[CH:30]=[CH:29][CH:28]=[CH:27][C:26]=4[CH3:31])[C:15](=[O:24])[C:16]4[C:21]([CH:22]=3)=[CH:20][CH:19]=[CH:18][C:17]=4[CH3:23])[N:9]=[C:10](I)[C:3]=12.[CH3:32][C@@H:33]([OH:36])[C:34]#[CH:35].N(C(C)C)C(C)C. Product: [NH2:1][C:2]1[N:7]=[CH:6][N:5]=[C:4]2[N:8]([CH2:12][C:13]3[N:14]([C:25]4[CH:30]=[CH:29][CH:28]=[CH:27][C:26]=4[CH3:31])[C:15](=[O:24])[C:16]4[C:21]([CH:22]=3)=[CH:20][CH:19]=[CH:18][C:17]=4[CH3:23])[N:9]=[C:10]([C:35]#[C:34][C@H:33]([OH:36])[CH3:32])[C:3]=12. The catalyst class is: 540. (6) Reactant: Cl.Cl.[NH2:3][CH2:4][CH2:5][N:6]1[C:14]2[C:13]([NH:15][C:16]3[CH:21]=[CH:20][C:19]([O:22][C:23]4[CH:28]=[CH:27][CH:26]=[C:25]([O:29][CH2:30][CH:31]5[CH2:33][CH2:32]5)[CH:24]=4)=[C:18]([Cl:34])[CH:17]=3)=[N:12][CH:11]=[N:10][C:9]=2[CH:8]=[CH:7]1.[CH3:35][C:36]([S:41]([CH3:44])(=[O:43])=[O:42])([CH3:40])[C:37](O)=[O:38].ON1C2C=CC=CC=2N=N1.Cl.C(N=C=NCCCN(C)C)C. Product: [Cl:34][C:18]1[CH:17]=[C:16]([NH:15][C:13]2[C:14]3[N:6]([CH2:5][CH2:4][NH:3][C:37](=[O:38])[C:36]([CH3:40])([S:41]([CH3:44])(=[O:43])=[O:42])[CH3:35])[CH:7]=[CH:8][C:9]=3[N:10]=[CH:11][N:12]=2)[CH:21]=[CH:20][C:19]=1[O:22][C:23]1[CH:28]=[CH:27][CH:26]=[C:25]([O:29][CH2:30][CH:31]2[CH2:33][CH2:32]2)[CH:24]=1. The catalyst class is: 681. (7) Reactant: [F:1][C:2]1[C:11]2=[CH:12][C:13]([F:15])=[CH:14][C:9]3=[C:10]2[C:4](=[N:5][NH:6][C:7]2[C:8]3=[CH:16][N:17]([CH3:26])[CH2:18][C:19]=2[C:20]2[CH2:21][CH2:22][NH:23][CH2:24][CH:25]=2)[CH:3]=1.C(N(CC)CC)C.Cl[CH2:35][C:36]([N:38]([CH3:40])[CH3:39])=[O:37]. Product: [F:1][C:2]1[C:11]2=[CH:12][C:13]([F:15])=[CH:14][C:9]3=[C:10]2[C:4](=[N:5][NH:6][C:7]2[C:8]3=[CH:16][N:17]([CH3:26])[CH2:18][C:19]=2[C:20]2[CH2:21][CH2:22][N:23]([CH2:35][C:36]([N:38]([CH3:40])[CH3:39])=[O:37])[CH2:24][CH:25]=2)[CH:3]=1. The catalyst class is: 9.